Dataset: Forward reaction prediction with 1.9M reactions from USPTO patents (1976-2016). Task: Predict the product of the given reaction. (1) Given the reactants [Br:1][C:2]1[N:6]2[NH:7][C:8](=O)[CH:9]=[CH:10][C:5]2=[N:4][CH:3]=1.F[P-](F)(F)(F)(F)F.N1(O[P+](N(C)C)(N(C)C)N(C)C)C2C=CC=CC=2N=N1.[C:39]([O:43][C:44](=[O:51])[N:45]([CH2:47][CH2:48][CH2:49][NH2:50])[CH3:46])([CH3:42])([CH3:41])[CH3:40].N12CCCN=C1CCCCC2, predict the reaction product. The product is: [C:39]([O:43][C:44](=[O:51])[N:45]([CH2:47][CH2:48][CH2:49][NH:50][C:8]1[CH:9]=[CH:10][C:5]2[N:6]([C:2]([Br:1])=[CH:3][N:4]=2)[N:7]=1)[CH3:46])([CH3:42])([CH3:40])[CH3:41]. (2) Given the reactants C(=O)([O-])[O-].[K+].[K+].[OH:7][C:8]1[CH:9]=[C:10]([CH:20]=[C:21]([O:23][CH:24]([CH3:26])[CH3:25])[CH:22]=1)[C:11]([NH:13][C:14]1[CH:18]=[CH:17][N:16]([CH3:19])[N:15]=1)=[O:12].[Cl:27][C:28]1[CH:29]=[C:30]([C:35]([N:37]2[CH2:40][CH2:39][CH2:38]2)=[O:36])[CH:31]=[CH:32][C:33]=1F, predict the reaction product. The product is: [N:37]1([C:35]([C:30]2[CH:31]=[CH:32][C:33]([O:7][C:8]3[CH:9]=[C:10]([CH:20]=[C:21]([O:23][CH:24]([CH3:26])[CH3:25])[CH:22]=3)[C:11]([NH:13][C:14]3[CH:18]=[CH:17][N:16]([CH3:19])[N:15]=3)=[O:12])=[C:28]([Cl:27])[CH:29]=2)=[O:36])[CH2:40][CH2:39][CH2:38]1. (3) Given the reactants [Br:1][C:2]1[CH:7]=[CH:6][C:5]([NH2:8])=[CH:4][N:3]=1.N1C=CC=CC=1.[C:15]1([O:21][C:22](Cl)=[O:23])[CH:20]=[CH:19][CH:18]=[CH:17][CH:16]=1, predict the reaction product. The product is: [Br:1][C:2]1[N:3]=[CH:4][C:5]([NH:8][C:22](=[O:23])[O:21][C:15]2[CH:20]=[CH:19][CH:18]=[CH:17][CH:16]=2)=[CH:6][CH:7]=1. (4) Given the reactants Cl[C:2]1[N:7]=[C:6]([CH3:8])[N:5]=[C:4]([NH:9][C:10](=[O:12])[CH3:11])[CH:3]=1.[Cl:13][C:14]1[CH:15]=[N:16][CH:17]=[CH:18][C:19]=1B1OC(C)(C)C(C)(C)O1.C(=O)([O-])[O-].[Cs+].[Cs+].O1CCOCC1, predict the reaction product. The product is: [Cl:13][C:14]1[CH:15]=[N:16][CH:17]=[CH:18][C:19]=1[C:2]1[N:7]=[C:6]([CH3:8])[N:5]=[C:4]([NH:9][C:10](=[O:12])[CH3:11])[CH:3]=1. (5) Given the reactants C(NC(C)C)(C)C.C([Li])CCC.[Cl:13][C:14]1[N:19]=[N:18][C:17]([O:20][CH3:21])=[C:16]([C:22]2[CH:34]=[C:33]([F:35])[CH:32]=[CH:31][C:23]=2[C:24](N(CC)CC)=[O:25])[C:15]=1[CH3:36], predict the reaction product. The product is: [Cl:13][C:14]1[C:15]2[CH:36]=[C:24]([OH:25])[C:23]3[CH:31]=[CH:32][C:33]([F:35])=[CH:34][C:22]=3[C:16]=2[C:17]([O:20][CH3:21])=[N:18][N:19]=1. (6) Given the reactants [CH3:1][O:2][C:3]1[CH:9]=[CH:8][C:6]([NH2:7])=[CH:5][CH:4]=1.C(N(CC)CC)C.[Cl-].ClC1N(C)CC[NH+]1C.[CH3:26][O:27][C:28]1[C:29](=[O:57])[C:30]([CH3:56])=[C:31]([CH2:37][C:38]2[CH:39]=[CH:40][C:41]([O:47][C:48]3[CH:53]=[CH:52][CH:51]=[C:50]([O:54][CH3:55])[CH:49]=3)=[C:42]([CH:46]=2)[C:43](O)=[O:44])[C:32](=[O:36])[C:33]=1[O:34][CH3:35], predict the reaction product. The product is: [CH3:26][O:27][C:28]1[C:29](=[O:57])[C:30]([CH3:56])=[C:31]([CH2:37][C:38]2[CH:39]=[CH:40][C:41]([O:47][C:48]3[CH:53]=[CH:52][CH:51]=[C:50]([O:54][CH3:55])[CH:49]=3)=[C:42]([CH:46]=2)[C:43]([NH:7][C:6]2[CH:8]=[CH:9][C:3]([O:2][CH3:1])=[CH:4][CH:5]=2)=[O:44])[C:32](=[O:36])[C:33]=1[O:34][CH3:35]. (7) Given the reactants [C:1]([O:5][C:6]([N:8]1[CH2:13][CH2:12][N:11]([C:14]2[C:19]([N+:20]([O-:22])=[O:21])=[CH:18][C:17]([Br:23])=[CH:16][C:15]=2[CH2:24][OH:25])[CH2:10][CH2:9]1)=[O:7])([CH3:4])([CH3:3])[CH3:2].CCN(C(C)C)C(C)C.CS(Cl)(=O)=O.[F:40][C:41]([F:50])([F:49])[C:42]1[CH:47]=[CH:46][CH:45]=[CH:44][C:43]=1O.C(=O)([O-])[O-].[K+].[K+], predict the reaction product. The product is: [C:1]([O:5][C:6]([N:8]1[CH2:9][CH2:10][N:11]([C:14]2[C:15]([CH2:24][O:25][C:43]3[CH:44]=[CH:45][CH:46]=[CH:47][C:42]=3[C:41]([F:50])([F:49])[F:40])=[CH:16][C:17]([Br:23])=[CH:18][C:19]=2[N+:20]([O-:22])=[O:21])[CH2:12][CH2:13]1)=[O:7])([CH3:4])([CH3:2])[CH3:3]. (8) Given the reactants [F:1][C:2]1[CH:9]=[C:8](F)[CH:7]=[CH:6][C:3]=1[C:4]#[N:5].[NH:11]1[CH2:16][CH2:15][O:14][CH2:13][CH2:12]1, predict the reaction product. The product is: [F:1][C:2]1[CH:9]=[C:8]([N:11]2[CH2:16][CH2:15][O:14][CH2:13][CH2:12]2)[CH:7]=[CH:6][C:3]=1[C:4]#[N:5]. (9) Given the reactants [F:1][C:2]1[CH:7]=[CH:6][C:5]([C:8]2[C:9]3[CH:24]=[CH:23][CH:22]=[N:21][C:10]=3[NH:11][C:12](=O)[CH:13]([C:15]3[S:16][CH:17]=[CH:18][CH:19]=3)[N:14]=2)=[CH:4][CH:3]=1.[CH2:25]([NH2:27])[CH3:26], predict the reaction product. The product is: [CH2:25]([NH:27][C:12]1[CH:13]([C:15]2[S:16][CH:17]=[CH:18][CH:19]=2)[N:14]=[C:8]([C:5]2[CH:6]=[CH:7][C:2]([F:1])=[CH:3][CH:4]=2)[C:9]2[CH:24]=[CH:23][CH:22]=[N:21][C:10]=2[N:11]=1)[CH3:26].